Dataset: Catalyst prediction with 721,799 reactions and 888 catalyst types from USPTO. Task: Predict which catalyst facilitates the given reaction. (1) Reactant: [Cl-].CN(C)C=[N+](C)C.[Cu:9]Cl.C(OCC)C.[CH3:16][Si:17]([CH3:24])([CH3:23])[N-:18][Si:19]([CH3:22])([CH3:21])[CH3:20].[Li+]. Product: [CH3:16][Si:17]([CH3:24])([CH3:23])[N-:18][Si:19]([CH3:22])([CH3:21])[CH3:20].[Cu+:9]. The catalyst class is: 7. (2) Reactant: [CH3:1][O:2][C:3]1[CH:11]=[CH:10][C:6](C(O)=O)=[CH:5][N:4]=1.C1(P(N=[N+]=[N-])(C2C=CC=CC=2)=[O:19])C=CC=CC=1.C([N:31]([CH2:34]C)CC)C. The catalyst class is: 11. Product: [N:31]([C:6]1[CH:10]=[CH:11][C:3]([O:2][CH3:1])=[N:4][CH:5]=1)=[C:34]=[O:19]. (3) Reactant: [C:1]1([S:7]([N:10]2[C:18]3[CH:17]=[CH:16][CH:15]=[C:14]([C:19]([O:21]C)=[O:20])[C:13]=3[C:12]([CH2:23][CH2:24][NH:25][C@H:26]3[CH:31]4[CH2:32][CH2:33][N:28]([CH2:29][CH2:30]4)[CH2:27]3)=[CH:11]2)(=[O:9])=[O:8])[CH:6]=[CH:5][CH:4]=[CH:3][CH:2]=1.O.[OH-].[Li+:36]. Product: [C:1]1([S:7]([N:10]2[C:18]3[CH:17]=[CH:16][CH:15]=[C:14]([C:19]([O-:21])=[O:20])[C:13]=3[C:12]([CH2:23][CH2:24][NH:25][C@H:26]3[CH:31]4[CH2:32][CH2:33][N:28]([CH2:29][CH2:30]4)[CH2:27]3)=[CH:11]2)(=[O:9])=[O:8])[CH:6]=[CH:5][CH:4]=[CH:3][CH:2]=1.[Li+:36]. The catalyst class is: 30. (4) Reactant: [H-].[H-].[H-].[H-].[Li+].[Al+3].[Al+3].[Cl-].[Cl-].[Cl-].[Br:11][CH2:12][CH2:13][C:14]([C:16]1[C-:17]([Br:21])[CH:18]=[CH:19][CH:20]=1)=O.[Br:22][C-:23]1[CH:27]=[CH:26][CH:25]=[CH:24]1.[Fe+2:28].O. Product: [Br:11][CH2:12][CH2:13][CH2:14][C:16]1[C-:17]([Br:21])[CH:18]=[CH:19][CH:20]=1.[Br:22][C-:23]1[CH:27]=[CH:26][CH:25]=[CH:24]1.[Fe+2:28]. The catalyst class is: 28. (5) Reactant: Cl[CH2:2][CH2:3][CH2:4][CH2:5][CH2:6][CH2:7][CH2:8][C:9](=[O:19])[CH2:10][CH2:11][C:12]1[CH:17]=[CH:16][C:15]([Cl:18])=[CH:14][CH:13]=1.[I-:20].[Na+].C(C(C)=O)C(C)C.CCCCCCC. Product: [Cl:18][C:15]1[CH:16]=[CH:17][C:12]([CH2:11][CH2:10][C:9](=[O:19])[CH2:8][CH2:7][CH2:6][CH2:5][CH2:4][CH2:3][CH2:2][I:20])=[CH:13][CH:14]=1. The catalyst class is: 6.